Predict the product of the given reaction. From a dataset of Forward reaction prediction with 1.9M reactions from USPTO patents (1976-2016). (1) Given the reactants [F:1][C:2]1[CH:10]=[C:9]2[C:5]([CH2:6][O:7][C:8]2=[O:11])=[C:4](/[N:12]=[CH:13]/[C:14]2[CH:19]=[CH:18][C:17]([F:20])=[CH:16][CH:15]=2)[CH:3]=1.[CH3:21][N:22]1[C:26]([CH:27]=O)=[N:25][CH:24]=[N:23]1.[CH3:29][CH2:30][O-:31].[Na+], predict the reaction product. The product is: [F:1][C:2]1[CH:10]=[C:9]([C:8]([O:7][CH2:6][CH3:5])=[O:11])[C:29]2[C:30](=[O:31])[CH:27]([C:26]3[N:22]([CH3:21])[N:23]=[CH:24][N:25]=3)[CH:13]([C:14]3[CH:15]=[CH:16][C:17]([F:20])=[CH:18][CH:19]=3)[NH:12][C:4]=2[CH:3]=1. (2) Given the reactants CC(C)([O-])C.[Br-].[Br:7][CH2:8][P+](C1C=CC=CC=1)(C1C=CC=CC=1)C1C=CC=CC=1.[CH3:28][C:29]1[CH:36]=[CH:35][C:32]([CH:33]=O)=[CH:31][N:30]=1, predict the reaction product. The product is: [Br:7][CH:8]=[CH:33][C:32]1[CH:35]=[CH:36][C:29]([CH3:28])=[N:30][CH:31]=1. (3) Given the reactants [OH:1][CH2:2][CH2:3][N:4]([CH2:9][C:10]([OH:12])=[O:11])[CH2:5][C:6]([OH:8])=[O:7].[Si:13](Cl)([C:16]([CH3:19])([CH3:18])[CH3:17])([CH3:15])[CH3:14].N12CCCN=C1CCCCC2, predict the reaction product. The product is: [Si:13]([O:11][C:10](=[O:12])[CH2:9][N:4]([CH2:5][C:6]([OH:8])=[O:7])[CH2:3][CH2:2][OH:1])([C:16]([CH3:19])([CH3:18])[CH3:17])([CH3:15])[CH3:14].